This data is from Catalyst prediction with 721,799 reactions and 888 catalyst types from USPTO. The task is: Predict which catalyst facilitates the given reaction. (1) The catalyst class is: 22. Product: [N:14]1([C:8](=[O:9])[C:10]([F:11])([F:12])[F:13])[C:23]2[C:18](=[CH:19][CH:20]=[CH:21][CH:22]=2)[CH2:17][CH2:16][CH2:15]1. Reactant: O([C:8]([C:10]([F:13])([F:12])[F:11])=[O:9])[C:8]([C:10]([F:13])([F:12])[F:11])=[O:9].[NH:14]1[C:23]2[C:18](=[CH:19][CH:20]=[CH:21][CH:22]=2)[CH2:17][CH2:16][CH2:15]1. (2) Reactant: [Br:1][C:2]1[CH:3]=[C:4]([CH3:11])[C:5](F)=[C:6]([CH:9]=1)[C:7]#[N:8].C([O-])([O-])=O.[K+].[K+].[NH:18]1[CH:22]=[N:21][CH:20]=[N:19]1. Product: [Br:1][C:2]1[CH:3]=[C:4]([CH3:11])[C:5]([N:18]2[CH:22]=[N:21][CH:20]=[N:19]2)=[C:6]([CH:9]=1)[C:7]#[N:8]. The catalyst class is: 18. (3) Reactant: [C:1]([C:5]1[CH:9]=[C:8]([C:10]([O:12]CC)=[O:11])[N:7]([C:15]2[CH:20]=[CH:19][CH:18]=[C:17]([CH2:21][P:22]3(=[O:27])[CH2:26][CH2:25][CH2:24][CH2:23]3)[CH:16]=2)[N:6]=1)([CH3:4])([CH3:3])[CH3:2].[OH-].[Na+]. Product: [C:1]([C:5]1[CH:9]=[C:8]([C:10]([OH:12])=[O:11])[N:7]([C:15]2[CH:20]=[CH:19][CH:18]=[C:17]([CH2:21][P:22]3(=[O:27])[CH2:26][CH2:25][CH2:24][CH2:23]3)[CH:16]=2)[N:6]=1)([CH3:4])([CH3:2])[CH3:3]. The catalyst class is: 8. (4) The catalyst class is: 11. Product: [Cl:3][CH2:23][C@@H:20]1[O:21][CH2:22][C@:13]2([C:7]3[CH:8]=[CH:9][C:10]([F:12])=[CH:11][C:6]=3[F:5])[N:14]=[C:15]([NH:25][C:26](=[O:33])[C:27]3[CH:32]=[CH:31][CH:30]=[CH:29][CH:28]=3)[S:16][CH2:17][C@@H:18]2[CH2:19]1. Reactant: S(Cl)([Cl:3])=O.[F:5][C:6]1[CH:11]=[C:10]([F:12])[CH:9]=[CH:8][C:7]=1[C@:13]12[CH2:22][O:21][C@@H:20]([CH2:23]O)[CH2:19][C@H:18]1[CH2:17][S:16][C:15]([NH:25][C:26](=[O:33])[C:27]1[CH:32]=[CH:31][CH:30]=[CH:29][CH:28]=1)=[N:14]2. (5) Reactant: [N+:1]([C:4]1[CH:9]=[CH:8][C:7]([NH2:10])=[C:6]([NH2:11])[CH:5]=1)([O-:3])=[O:2].[C:12]1([CH2:18][C:19](O)=O)[CH:17]=[CH:16][CH:15]=[CH:14][CH:13]=1. Product: [CH2:18]([C:19]1[NH:10][C:7]2[CH:8]=[CH:9][C:4]([N+:1]([O-:3])=[O:2])=[CH:5][C:6]=2[N:11]=1)[C:12]1[CH:17]=[CH:16][CH:15]=[CH:14][CH:13]=1. The catalyst class is: 33. (6) Reactant: [CH2:1]([N:8]1[CH:16]=[C:15]2[C:10]([CH:11]=[C:12]([C:17]3[CH:18]=[C:19]([CH:27]4[O:32][CH2:31][CH:30]5[CH2:33][NH:34][CH2:35][CH2:36][N:29]5[CH2:28]4)[N:20]4[C:25]=3[C:24]([NH2:26])=[N:23][CH:22]=[N:21]4)[CH:13]=[CH:14]2)=[N:9]1)[C:2]1[CH:7]=[CH:6][CH:5]=[CH:4][CH:3]=1.C([O-])([O-])=O.[K+].[K+].[I-].[K+].Cl[CH2:46][C:47]([N:49]([CH3:51])[CH3:50])=[O:48]. Product: [NH2:26][C:24]1[C:25]2=[C:17]([C:12]3[CH:13]=[CH:14][C:15]4[C:10]([CH:11]=3)=[N:9][N:8]([CH2:1][C:2]3[CH:7]=[CH:6][CH:5]=[CH:4][CH:3]=3)[CH:16]=4)[CH:18]=[C:19]([CH:27]3[O:32][CH2:31][CH:30]4[CH2:33][N:34]([CH2:46][C:47]([N:49]([CH3:51])[CH3:50])=[O:48])[CH2:35][CH2:36][N:29]4[CH2:28]3)[N:20]2[N:21]=[CH:22][N:23]=1. The catalyst class is: 3. (7) Reactant: [C:1]([C:5]1[CH:6]=[C:7]([NH:16][C:17]([NH:19][C:20]2[C:29]3[C:24](=[CH:25][CH:26]=[CH:27][CH:28]=3)[C:23]([O:30][C:31]3[CH:36]=[CH:35][N:34]=[C:33]([NH:37][C:38]4[CH:43]=[C:42]([O:44][CH2:45][CH2:46][O:47][CH2:48][CH2:49][O:50][CH2:51][CH2:52][O:53][CH3:54])[CH:41]=[C:40]([O:55][CH3:56])[CH:39]=4)[N:32]=3)=[CH:22][CH:21]=2)=[O:18])[C:8]([O:14][CH3:15])=[C:9]([CH:13]=1)[C:10](O)=[O:11])([CH3:4])([CH3:3])[CH3:2].[CH:57]1([NH2:60])[CH2:59][CH2:58]1.C(N(CC)CC)C.C(P1(=O)OP(CCC)(=O)OP(CCC)(=O)O1)CC.CCOC(C)=O. Product: [C:1]([C:5]1[CH:6]=[C:7]([NH:16][C:17]([NH:19][C:20]2[C:29]3[C:24](=[CH:25][CH:26]=[CH:27][CH:28]=3)[C:23]([O:30][C:31]3[CH:36]=[CH:35][N:34]=[C:33]([NH:37][C:38]4[CH:43]=[C:42]([O:44][CH2:45][CH2:46][O:47][CH2:48][CH2:49][O:50][CH2:51][CH2:52][O:53][CH3:54])[CH:41]=[C:40]([O:55][CH3:56])[CH:39]=4)[N:32]=3)=[CH:22][CH:21]=2)=[O:18])[C:8]([O:14][CH3:15])=[C:9]([CH:13]=1)[C:10]([NH:60][CH:57]1[CH2:59][CH2:58]1)=[O:11])([CH3:4])([CH3:2])[CH3:3]. The catalyst class is: 2. (8) Reactant: [NH2:1][C:2]1[CH:3]=[C:4]2[C:8](=[CH:9][CH:10]=1)[N:7]([CH2:11][CH2:12][CH2:13][NH2:14])[C:6](=O)[C:5]12[O:20][CH2:19][CH2:18][CH2:17][O:16]1.N.C1COCC1. Product: [N:14]1[CH2:13][CH2:12][CH2:11][N:7]2[C:8]3[CH:9]=[CH:10][C:2]([NH2:1])=[CH:3][C:4]=3[C:5]3([O:20][CH2:19][CH2:18][CH2:17][O:16]3)[C:6]=12. The catalyst class is: 25.